From a dataset of Full USPTO retrosynthesis dataset with 1.9M reactions from patents (1976-2016). Predict the reactants needed to synthesize the given product. (1) Given the product [N:1]1[N:2]2[CH:15]=[CH:14][C:13](=[O:16])[NH:6][C:3]2=[CH:4][CH:5]=1, predict the reactants needed to synthesize it. The reactants are: [NH:1]1[CH:5]=[CH:4][C:3]([NH2:6])=[N:2]1.O1CCOCC1.[C:13](OCC)(=[O:16])[C:14]#[CH:15]. (2) Given the product [CH3:30][N:31]([CH3:32])[C:25]([C:21]1[CH:22]=[N:23][CH:24]=[C:19]([C:17]2[C:16]3[CH2:15][CH2:14][CH2:13][CH2:12][C:11]=3[N:10]=[C:9]([O:8][CH2:7][C:2]3[CH:3]=[CH:4][CH:5]=[CH:6][N:1]=3)[CH:18]=2)[CH:20]=1)=[O:27], predict the reactants needed to synthesize it. The reactants are: [N:1]1[CH:6]=[CH:5][CH:4]=[CH:3][C:2]=1[CH2:7][O:8][C:9]1[CH:18]=[C:17]([C:19]2[CH:20]=[C:21]([C:25]([O:27]CC)=O)[CH:22]=[N:23][CH:24]=2)[C:16]2[CH2:15][CH2:14][CH2:13][CH2:12][C:11]=2[N:10]=1.[CH3:30][NH:31][CH3:32].O. (3) Given the product [OH:1][C:2]1[C:11]2[CH:10]=[C:9]([O:12][CH3:13])[N:8]=[N:7][C:6]=2[N:5]([CH3:14])[C:4](=[O:15])[C:3]=1[C:16]([NH:18][CH2:19][C:20]([OH:22])=[O:21])=[O:17], predict the reactants needed to synthesize it. The reactants are: [OH:1][C:2]1[C:11]2[CH:10]=[C:9]([O:12][CH3:13])[N:8]=[N:7][C:6]=2[N:5]([CH3:14])[C:4](=[O:15])[C:3]=1[C:16]([NH:18][CH2:19][C:20]([O:22]C(C)(C)C)=[O:21])=[O:17].OC1C2C=C(OC)N=NC=2N(C)C(=O)C=1C(OC)=O.Cl.NCC(OC(C)(C)C)=O. (4) The reactants are: [CH:1]([NH:4][CH:5]([CH3:7])[CH3:6])([CH3:3])[CH3:2].[Li:8][CH2:9]CCC.C1(C2CCCCCCCC2)CCCCCCCC1.[CH2:31]([O:38][C:39]([C:41]#N)=[O:40])[C:32]1[CH:37]=[CH:36][CH:35]=[CH:34][CH:33]=1.[C:43]([OH:46])(=[O:45])[CH3:44].[CH2:47]1[CH2:51][O:50][CH2:49][CH2:48]1. Given the product [Li+:8].[CH3:2][CH:1]([N-:4][CH:5]([CH3:7])[CH3:6])[CH3:3].[CH3:9][O:45][C:43]([C@H:44]1[CH2:2][C@H:1]2[N:4]([CH3:5])[C@H:48]([CH2:47][C:51](=[O:50])[CH:41]2[C:39]([O:38][CH2:31][C:32]2[CH:33]=[CH:34][CH:35]=[CH:36][CH:37]=2)=[O:40])[CH2:49]1)=[O:46], predict the reactants needed to synthesize it. (5) Given the product [F:8][C:9]1[CH:10]=[C:11]2[C:15](=[CH:16][CH:17]=1)[NH:14][CH:13]=[C:12]2[C:25](=[O:26])[CH:36]([C:37]1[CH:38]=[N:39][C:40]([O:43][CH3:44])=[CH:41][CH:42]=1)[NH:35][C:31]1[CH:32]=[N:33][CH:34]=[C:29]([O:28][CH3:27])[CH:30]=1, predict the reactants needed to synthesize it. The reactants are: C(N(CC)CC)C.[F:8][C:9]1[CH:10]=[C:11]2[C:15](=[CH:16][CH:17]=1)[N:14](C(OC(C)(C)C)=O)[CH:13]=[C:12]2[CH:25]=[O:26].[CH3:27][O:28][C:29]1[CH:30]=[C:31]([N:35]=[CH:36][C:37]2[CH:38]=[N:39][C:40]([O:43][CH3:44])=[CH:41][CH:42]=2)[CH:32]=[N:33][CH:34]=1.